This data is from Experimentally validated miRNA-target interactions with 360,000+ pairs, plus equal number of negative samples. The task is: Binary Classification. Given a miRNA mature sequence and a target amino acid sequence, predict their likelihood of interaction. (1) The miRNA is hsa-miR-4665-3p with sequence CUCGGCCGCGGCGCGUAGCCCCCGCC. The protein sequence of the target gene is MYSQQFGTVPREFKGPTPKAVIIRAKPPKAQRAEQHLKRIQRSYHKYHTTLASIKSNEENRLKCDWIQRNNHKTFDSLVQARVQDAMQGFVINTEERRNKLRELLASEENEYFSEMQLKGETIEEKKDKMRERTKLLREKKEKERQEFVAEKLDQQFRERCEELRTKLASIHEKKVVEERNAQIEFNKELKRQKLVEEHLFARLWEEDRLAKERREAQEEKRQRELVQNTRLGLDAQVTSIQAQRQGARRMKEEEARILEQNKAQIKREDEQEKLQKQKRRQETRSSLKKAVQDKIESMQ.... Result: 0 (no interaction). (2) The miRNA is hsa-miR-5088-3p with sequence UCCCUUCUUCCUGGGCCCUCA. The protein sequence of the target gene is MERFVVTAPPARNRSKTALYVTPLDRVTEFGGELHEDGGKLFCTSCNVVLNHVRKSAISDHLKSKTHTKRKAEFEEQNVRKKQRPLTASLQCNSTAQTEKVSVIQDFVKMCLEANIPLEKADHPAVRAFLSRHVKNGGSIPKSDQLRRAYLPDGYENENQLLNSQDC. Result: 1 (interaction). (3) Result: 0 (no interaction). The miRNA is mmu-let-7f-5p with sequence UGAGGUAGUAGAUUGUAUAGUU. The protein sequence of the target gene is MHNLTLFESGGDNVSCGGSSLGCPNGSSLAPLPLPQPLAVAVPVVYGVICAVGLAGNSAVLYVLLRTPRMKTVTNVFILNLAIADELFTLVLPINIADFLLRRWPFGEVMCKLIVAVDQYNTFSSLYFLAVMSADRYLVVLATAESRRVSGRTYGAARAVSLAVWALVTLVVLPFAVFARLDEEQGRRQCVLVFPQPEAFWWRASRLYTLVLGFAIPVTTICALYTTLLCRLRAIQLDSHAKALDRAKKRVTLLVAAILAVCLLCWTPYHLSTIVALTTDLPQTPLVIGISYFITSLSYA.... (4) The miRNA is mmu-miR-758-3p with sequence UUUGUGACCUGGUCCACUA. The protein sequence of the target gene is MASKQTKKKEVHRINSAHGSDKSKDFYPFGSNVQSGSTEQKKGKFPLWPEWSEADINSEKWDAGKGAKEKDKTGKSPVFHFFEDPEGKIELPPSLKIYSWKRPQDILFSQTPVVVKNEITFDLFSANEHLLCSELMRWIISEIYAVWKIFNGGILSNYFKGTSGEPPLLPWKPWEHIYSLCKAVKGHMPLFNSYGKYVVKLYWMGCWRKITIDDFLPFDEDNNLLLPATTYEFELWPMLLSKAIIKLANIDIHVADRRELGEFTVIHALTGWLPEVISLHPGYMDKVWELLKEILPEFKL.... Result: 0 (no interaction). (5) The miRNA is hsa-miR-181d-5p with sequence AACAUUCAUUGUUGUCGGUGGGU. The protein sequence of the target gene is MSSPAVARTSPGGSREMAPAPQGRGRFWEVGGGSGHRLERAAAESERWELLLRRGELLALGGHLKGALEAFAAALRRGAPARPECLGALVDCLVFNYRLRHGLGWSAAPVAGADGGAGGLLRCLGCRGFLSEPVTVPCGHSYCRRCLRRELRARCRLCRDRLPPATASATDAEGTAPRPPPLAAAIAASDFRTSVVLNHLAEKWFPGQRERARAAGRLGELLHQGRYREALAAACEALRAEPSDLIVKIYRAESYAGLQEFKAAIEDLNAVLFQLPDWPEVYFRKGKVLCDAGFLGDALQ.... Result: 1 (interaction). (6) The miRNA is mmu-miR-490-3p with sequence CAACCUGGAGGACUCCAUGCUG. The protein sequence of the target gene is MSILIIEAFYGGSHKQLVDLLQEELGDCVVYTLPAKKWHWRARTSALYFSQTIPISEHYRTLFASSVLNLTELAALRPDLGKLKKILYFHENQLIYPVKKCQERDFQYGYNQILSCLVADVVVFNSVFNMESFLTSMGKFMKLIPDHRPKDLESIIRPKCQVIYFPIRFPDVSRFMPKHKTTHLKKMLGLKGNGGAVLSMALPFQPEQRDSEDLLKNFNSECDTHCGLDTARQEYLGNSLRQESDLKKSTSSDNSSSHHGENKQNLTVDPCDILGGVDNQQRLLHIVWPHRWEHDKDPES.... Result: 0 (no interaction). (7) The miRNA is hsa-miR-6068 with sequence CCUGCGAGUCUCCGGCGGUGG. The protein sequence of the target gene is MTSESTLPPVVPPLHSPKSPVWPTFPFHREGSRIWERGGGIAPRDLPSPLPTKRTRTYSATARASAGPVFKGVCKQFSRSQGHGFITPENGSEDIFVHVSDIEGEYVPVEGDEVTYKICPIPPKNQKFQAVEVVLTQLAPHTPHETWSGQVVGS. Result: 0 (no interaction). (8) The miRNA is gga-miR-15b-5p with sequence UAGCAGCACAUCAUGGUUUGCA. The protein sequence of the target gene is MAFSVVLHPAFLLAVLSLRASRSEVLEEPLPLTPEIHKVSFQLKLQEVNLEWTVPALTHEELNMIFQIEISRLNISNTIWVENYSTTVKREEAVRWNWTSDIPLECVKHFIRIRALVDDTKSLPQSSWGNWSSWKEVNAKVSVEPDKSLIFPKDKVLEEGSNVTICLMYGQNVYNVSCKLQDEPIHGEQLDSHVSLLKLNNVVFLSDTGTNINCQATKGPKRIFGTVLFVSKVLEEPKNVSCETRDFKTLDCSWEPGVDTTLTWRKQRFQNYTLCESFSKRCEVSNYRNSYTWQITEGSQ.... Result: 0 (no interaction). (9) The protein sequence of the target gene is MVQWLAMLQLLWLQQLLLLGIHQGIAQDLTHIQEPSLEWRDKGIFIIQSESLKTCIQAGKSVLTLENCKQPNEHMLWKWVSDDHLFNVGGSGCLGLNISALEQPLKLYECDSTLISLRWHCDRKMIEGPLQYKVQVKSDNTVVARKQIHRWIAYTSSGGDICEHPSRDLYTLKGNAHGMPCVFPFQFKGHWHHDCIREGQKEHLLWCATTSRYEEDEKWGFCPDPTSMKVFCDATWQRNGSSRICYQFNLLSSLSWNQAHSSCLMQGGALLSIADEDEEDFIRKHLSKVVKEVWIGLNQL.... Result: 0 (no interaction). The miRNA is hsa-miR-361-3p with sequence UCCCCCAGGUGUGAUUCUGAUUU.